From a dataset of Full USPTO retrosynthesis dataset with 1.9M reactions from patents (1976-2016). Predict the reactants needed to synthesize the given product. (1) Given the product [C:68]([C:67]1[CH:70]=[CH:71][C:64]([NH:63][C:30]([CH:20]2[NH:19][CH:18]([CH2:33][C:34]([CH3:35])([CH3:36])[CH3:37])[C:17]3([C:12]4[C:13](=[CH:14][C:9]([Cl:8])=[CH:10][CH:11]=4)[NH:15][C:16]3=[O:38])[CH:21]2[C:22]2[CH:27]=[CH:26][CH:25]=[C:24]([Cl:28])[C:23]=2[F:29])=[O:31])=[C:65]([O:72][CH3:73])[CH:66]=1)#[N:69], predict the reactants needed to synthesize it. The reactants are: FC(F)(F)C(O)=O.[Cl:8][C:9]1[CH:14]=[C:13]2[NH:15][C:16](=[O:38])[C:17]3([CH:21]([C:22]4[CH:27]=[CH:26][CH:25]=[C:24]([Cl:28])[C:23]=4[F:29])[CH:20]([C:30](O)=[O:31])[NH:19][CH:18]3[CH2:33][C:34]([CH3:37])([CH3:36])[CH3:35])[C:12]2=[CH:11][CH:10]=1.C(N(C(C)C)CC)(C)C.C1(P(Cl)(C2C=CC=CC=2)=O)C=CC=CC=1.[NH2:63][C:64]1[CH:71]=[CH:70][C:67]([C:68]#[N:69])=[CH:66][C:65]=1[O:72][CH3:73]. (2) Given the product [F:33][C:28]1[CH:27]=[C:26]([NH:7][CH2:8][CH2:9][NH:10][CH2:11][C:12]2([C:19]3[CH:24]=[CH:23][C:22]([I:25])=[CH:21][CH:20]=3)[CH2:13][CH2:14][N:15]([CH3:18])[CH2:16][CH2:17]2)[CH:31]=[CH:30][C:29]=1[F:32], predict the reactants needed to synthesize it. The reactants are: C(OC(=O)[N:7]([C:26]1[CH:31]=[CH:30][C:29]([F:32])=[C:28]([F:33])[CH:27]=1)[CH2:8][CH2:9][NH:10][CH2:11][C:12]1([C:19]2[CH:24]=[CH:23][C:22]([I:25])=[CH:21][CH:20]=2)[CH2:17][CH2:16][N:15]([CH3:18])[CH2:14][CH2:13]1)(C)(C)C.C(O)(C(F)(F)F)=O. (3) Given the product [NH2:7][CH2:8][CH2:9][N:10]1[C:18]([S:19][C:20]2[CH:25]=[C:24]([O:26][CH3:27])[CH:23]=[CH:22][C:21]=2[I:28])=[N:17][C:16]2[C:11]1=[N:12][CH:13]=[N:14][C:15]=2[NH2:29], predict the reactants needed to synthesize it. The reactants are: C(OC(=O)[NH:7][CH2:8][CH2:9][N:10]1[C:18]([S:19][C:20]2[CH:25]=[C:24]([O:26][CH3:27])[CH:23]=[CH:22][C:21]=2[I:28])=[N:17][C:16]2[C:11]1=[N:12][CH:13]=[N:14][C:15]=2[NH2:29])(C)(C)C.C(O)(C(F)(F)F)=O.C(Cl)Cl. (4) Given the product [O:5]=[C:4]([CH:6]1[C:11]([CH3:12])([CH3:13])[CH2:10][CH:9]=[CH:8][CH:7]1[CH3:14])[CH2:3][CH:2]([S:26][CH2:27][CH2:28][C:29]([O:31][CH2:32][CH2:33][CH2:34][CH3:35])=[O:30])[CH3:1], predict the reactants needed to synthesize it. The reactants are: [CH3:1]/[CH:2]=[CH:3]/[C:4]([CH:6]1[C:11]([CH3:13])([CH3:12])[CH2:10][CH:9]=[CH:8][CH:7]1[CH3:14])=[O:5].C1CCN2C(=NCCC2)CC1.[SH:26][CH2:27][CH2:28][C:29]([O:31][CH2:32][CH2:33][CH2:34][CH3:35])=[O:30]. (5) The reactants are: C([O:3][C:4](=[O:22])[C:5]1[C:10]([O:11][C:12]2[CH:17]=[C:16]([Cl:18])[CH:15]=[CH:14][C:13]=2[Cl:19])=[CH:9][C:8]([CH3:20])=[N:7][C:6]=1[Cl:21])C.O.O.[OH-].[Li+:26]. Given the product [Cl:21][C:6]1[N:7]=[C:8]([CH3:20])[CH:9]=[C:10]([O:11][C:12]2[CH:17]=[C:16]([Cl:18])[CH:15]=[CH:14][C:13]=2[Cl:19])[C:5]=1[C:4]([O-:22])=[O:3].[Li+:26], predict the reactants needed to synthesize it. (6) Given the product [CH:1]1([O:4][C:5]2[CH:6]=[C:7]([C:15]3[NH:24][C:18]4[CH:19]=[N:20][NH:21][C:22](=[O:23])[C:17]=4[C:16]=3[CH2:33][N:34]([CH3:36])[CH3:35])[CH:8]=[CH:9][C:10]=2[O:11][CH:12]([F:13])[F:14])[CH2:2][CH2:3]1, predict the reactants needed to synthesize it. The reactants are: [CH:1]1([O:4][C:5]2[CH:6]=[C:7]([C:15]3[N:24](COCC[Si](C)(C)C)[C:18]4[CH:19]=[N:20][NH:21][C:22](=[O:23])[C:17]=4[C:16]=3[CH2:33][N:34]([CH3:36])[CH3:35])[CH:8]=[CH:9][C:10]=2[O:11][CH:12]([F:14])[F:13])[CH2:3][CH2:2]1.